From a dataset of Catalyst prediction with 721,799 reactions and 888 catalyst types from USPTO. Predict which catalyst facilitates the given reaction. (1) Reactant: C([O:3][C:4](=O)[C@H:5]([N:7]1[C:12]2[CH:13]=[C:14]([Br:17])[CH:15]=[CH:16][C:11]=2[O:10][CH2:9][C:8]1=S)[CH3:6])C.O.[NH2:21][NH2:22]. Product: [Br:17][C:14]1[CH:13]=[C:12]2[C:11](=[CH:16][CH:15]=1)[O:10][CH2:9][C:8]1[N:7]2[CH:5]([CH3:6])[C:4](=[O:3])[NH:21][N:22]=1. The catalyst class is: 14. (2) Reactant: [NH2:1][C:2]1[CH:3]=[C:4]([S:9]([NH2:12])(=[O:11])=[O:10])[CH:5]=[CH:6][C:7]=1[NH2:8].NC1C=C(C=CC=1N)C(N)=O.[Cl:24][C:25]1[CH:40]=[CH:39][C:28]([C:29]([C:31]2[CH:38]=[CH:37][C:34]([CH:35]=O)=[CH:33][CH:32]=2)=[O:30])=[CH:27][CH:26]=1.C1(C2(C3C=CC(C=O)=CC=3)OCCO2)C=CC=CC=1.N. Product: [Cl:24][C:25]1[CH:26]=[CH:27][C:28]([C:29]([C:31]2[CH:38]=[CH:37][C:34]([C:35]3[NH:8][C:7]4[CH:6]=[CH:5][C:4]([S:9]([NH2:12])(=[O:10])=[O:11])=[CH:3][C:2]=4[N:1]=3)=[CH:33][CH:32]=2)=[O:30])=[CH:39][CH:40]=1. The catalyst class is: 5.